Dataset: Catalyst prediction with 721,799 reactions and 888 catalyst types from USPTO. Task: Predict which catalyst facilitates the given reaction. (1) Reactant: [CH2:1]([O:3][C:4]([C:6]1[O:7][C:8]2[C:13]([C:14](=[O:16])[CH:15]=1)=[CH:12][C:11](I)=[CH:10][CH:9]=2)=[O:5])[CH3:2].[OH:18][C:19]1[CH:24]=[CH:23][C:22](B(O)O)=[CH:21][CH:20]=1.P([O-])([O-])([O-])=O.[K+].[K+].[K+]. Product: [OH:18][C:19]1[CH:24]=[CH:23][C:22]([C:11]2[CH:12]=[C:13]3[C:8](=[CH:9][CH:10]=2)[O:7][C:6]([C:4]([O:3][CH2:1][CH3:2])=[O:5])=[CH:15][C:14]3=[O:16])=[CH:21][CH:20]=1. The catalyst class is: 57. (2) Reactant: [CH3:1][C:2]([Si:5]([CH3:31])([CH3:30])[O:6][CH2:7][CH2:8][NH:9][CH2:10][C:11]1[CH:12]=[C:13]([C:20]2[CH:25]=[CH:24][C:23]([C:26]([F:29])([F:28])[F:27])=[CH:22][CH:21]=2)[CH:14]=[CH:15][C:16]=1[N+:17]([O-])=O)([CH3:4])[CH3:3].[H][H]. Product: [NH2:17][C:16]1[CH:15]=[CH:14][C:13]([C:20]2[CH:21]=[CH:22][C:23]([C:26]([F:28])([F:29])[F:27])=[CH:24][CH:25]=2)=[CH:12][C:11]=1[CH2:10][NH:9][CH2:8][CH2:7][O:6][Si:5]([C:2]([CH3:4])([CH3:3])[CH3:1])([CH3:30])[CH3:31]. The catalyst class is: 19. (3) Reactant: [F:1][C:2]1[CH:3]=[C:4]([CH:33]=[CH:34][C:35]=1[F:36])[CH2:5][NH:6][C:7]([C:9]1[C:17]2[C:12](=[CH:13][C:14]([C:18]([O:20]CC)=[O:19])=[CH:15][CH:16]=2)[N:11]([CH2:23][C:24]2[CH:25]=[N:26][CH:27]=[CH:28][CH:29]=2)[C:10]=1[CH:30]([CH3:32])[CH3:31])=[O:8].[OH-].[Na+].O. Product: [F:1][C:2]1[CH:3]=[C:4]([CH:33]=[CH:34][C:35]=1[F:36])[CH2:5][NH:6][C:7]([C:9]1[C:17]2[C:12](=[CH:13][C:14]([C:18]([OH:20])=[O:19])=[CH:15][CH:16]=2)[N:11]([CH2:23][C:24]2[CH:25]=[N:26][CH:27]=[CH:28][CH:29]=2)[C:10]=1[CH:30]([CH3:32])[CH3:31])=[O:8]. The catalyst class is: 14.